From a dataset of Forward reaction prediction with 1.9M reactions from USPTO patents (1976-2016). Predict the product of the given reaction. (1) The product is: [Cl:37][C:38]([N:23]1[CH2:24][C:13]2[C:12]([NH:11][C:9]3[C:8]([F:27])=[CH:7][N:6]=[C:5]([NH:4][CH2:2][CH3:3])[N:10]=3)=[N:16][N:15]([C:17]([O:19][CH2:20][CH3:21])=[O:18])[C:14]=2[C:22]1([CH3:25])[CH3:26])=[O:40]. Given the reactants Cl.[CH2:2]([NH:4][C:5]1[N:10]=[C:9]([NH:11][C:12]2[C:13]3[CH2:24][NH:23][C:22]([CH3:26])([CH3:25])[C:14]=3[N:15]([C:17]([O:19][CH2:20][CH3:21])=[O:18])[N:16]=2)[C:8]([F:27])=[CH:7][N:6]=1)[CH3:3].CCN(C(C)C)C(C)C.[Cl:37][C:38](Cl)([O:40]C(=O)OC(Cl)(Cl)Cl)Cl, predict the reaction product. (2) Given the reactants [CH3:1][O:2][C:3]1[C:4]([CH3:31])=[C:5]([C:22]([O:29][CH3:30])=[C:23]([O:27][CH3:28])[C:24]=1[O:25][CH3:26])[CH2:6][C:7]1[CH:15]=[CH:14][C:10]([C:11](O)=[O:12])=[C:9]([C:16]2[CH:17]=[N:18][CH:19]=[CH:20][CH:21]=2)[CH:8]=1.[F:32][C:33]([F:42])([F:41])[C:34]1[CH:40]=[CH:39][C:37]([NH2:38])=[CH:36][CH:35]=1.C(N(CC)CC)C.[Cl-].ClC1N(C)CC[NH+]1C, predict the reaction product. The product is: [CH3:1][O:2][C:3]1[C:4]([CH3:31])=[C:5]([C:22]([O:29][CH3:30])=[C:23]([O:27][CH3:28])[C:24]=1[O:25][CH3:26])[CH2:6][C:7]1[CH:15]=[CH:14][C:10]([C:11]([NH:38][C:37]2[CH:39]=[CH:40][C:34]([C:33]([F:41])([F:42])[F:32])=[CH:35][CH:36]=2)=[O:12])=[C:9]([C:16]2[CH:17]=[N:18][CH:19]=[CH:20][CH:21]=2)[CH:8]=1. (3) Given the reactants Br[C:2]1[C:3]([N:9]2[CH2:14][CH2:13][O:12][CH2:11][CH:10]2[C:15]([NH:17][C@@H:18]([C:20]2[CH:25]=[CH:24][C:23]([Cl:26])=[CH:22][CH:21]=2)[CH3:19])=[O:16])=[N:4][C:5]([Cl:8])=[N:6][CH:7]=1.CC1(C)C2C(=C(P(C3C=CC=CC=3)C3C=CC=CC=3)C=CC=2)OC2C(P(C3C=CC=CC=3)C3C=CC=CC=3)=CC=CC1=2.[O-]P([O-])([O-])=O.[K+].[K+].[K+], predict the reaction product. The product is: [Cl:8][C:5]1[N:6]=[CH:7][C:2]2[N:17]([C@@H:18]([C:20]3[CH:25]=[CH:24][C:23]([Cl:26])=[CH:22][CH:21]=3)[CH3:19])[C:15](=[O:16])[CH:10]3[CH2:11][O:12][CH2:13][CH2:14][N:9]3[C:3]=2[N:4]=1. (4) Given the reactants C([O:3][C:4]([C:6]1[CH:7]=[CH:8][C:9]2[N:10]([C:12]([CH2:15][C:16]3[CH:17]=[C:18]4[C:22](=[CH:23][CH:24]=3)[N:21]([CH3:25])[N:20]=[CH:19]4)=[CH:13][N:14]=2)[N:11]=1)=[CH2:5])C.Cl, predict the reaction product. The product is: [CH3:25][N:21]1[C:22]2[C:18](=[CH:17][C:16]([CH2:15][C:12]3[N:10]4[N:11]=[C:6]([C:4](=[O:3])[CH3:5])[CH:7]=[CH:8][C:9]4=[N:14][CH:13]=3)=[CH:24][CH:23]=2)[CH:19]=[N:20]1. (5) Given the reactants C(OC([N:8]1[C:16]2[C:11](=[CH:12][C:13]([CH2:17][N:18]3[CH2:23][CH2:22][CH2:21][CH2:20][CH2:19]3)=[CH:14][CH:15]=2)[CH:10]=[C:9]1[C:24]1[C:32]2[C:27](=[CH:28][CH:29]=[C:30]([C:33]([O:35]C)=[O:34])[CH:31]=2)[NH:26][N:25]=1)=O)(C)(C)C.[OH-].[Na+], predict the reaction product. The product is: [N:18]1([CH2:17][C:13]2[CH:12]=[C:11]3[C:16](=[CH:15][CH:14]=2)[NH:8][C:9]([C:24]2[C:32]4[C:27](=[CH:28][CH:29]=[C:30]([C:33]([OH:35])=[O:34])[CH:31]=4)[NH:26][N:25]=2)=[CH:10]3)[CH2:23][CH2:22][CH2:21][CH2:20][CH2:19]1. (6) Given the reactants [C:14]1(P([C:14]2[CH:19]=[CH:18][CH:17]=[CH:16][CH:15]=2)[C:14]2[CH:19]=[CH:18][CH:17]=[CH:16][CH:15]=2)[CH:19]=[CH:18][CH:17]=[CH:16][CH:15]=1.P([O-])([O-])([O-])=O.[K+].[K+].[K+].COC(=O)NC1C=CC(B2O[C:41](C)(C)[C:40]([CH3:46])([CH3:45])[O:39]2)=CC=1.I[C:49]1[CH:57]=[CH:56][C:52]([C:53]([OH:55])=[O:54])=[CH:51][CH:50]=1.Cl.C[N:60]([CH:62]=[O:63])[CH3:61], predict the reaction product. The product is: [C:40]([O:39][C:62]([N:60]([CH3:61])[C:14]1[CH:15]=[CH:16][C:17]([C:49]2[CH:57]=[CH:56][C:52]([C:53]([OH:55])=[O:54])=[CH:51][CH:50]=2)=[CH:18][CH:19]=1)=[O:63])([CH3:46])([CH3:45])[CH3:41]. (7) Given the reactants [F:1][C:2]1[CH:3]=[C:4]([CH:6]=[CH:7][C:8]=1[O:9][C:10]1[CH:15]=[CH:14][N:13]=[C:12]([C:16]2[CH:17]=[N:18][N:19]([CH3:21])[CH:20]=2)[CH:11]=1)[NH2:5].[O:22]=[C:23]1[N:27]([CH:28]2[CH2:33][CH2:32][O:31][CH2:30][CH2:29]2)[CH2:26][CH2:25][N:24]1[C:34](Cl)=[O:35].O, predict the reaction product. The product is: [F:1][C:2]1[CH:3]=[C:4]([NH:5][C:34]([N:24]2[CH2:25][CH2:26][N:27]([CH:28]3[CH2:33][CH2:32][O:31][CH2:30][CH2:29]3)[C:23]2=[O:22])=[O:35])[CH:6]=[CH:7][C:8]=1[O:9][C:10]1[CH:15]=[CH:14][N:13]=[C:12]([C:16]2[CH:17]=[N:18][N:19]([CH3:21])[CH:20]=2)[CH:11]=1. (8) Given the reactants FC(F)(F)C(OC(=O)C(F)(F)F)=O.N1C=CC=CC=1.[CH3:20][O:21][C:22](=[O:52])[CH:23]([O:50][CH3:51])[CH:24]([C:26]1[CH:31]=[CH:30][C:29]([O:32][CH2:33][CH2:34][CH2:35][O:36][C:37]2[CH:42]=[CH:41][C:40]([C:43]3[CH:48]=[CH:47][CH:46]=[CH:45][CH:44]=3)=[CH:39][CH:38]=2)=[C:28]([F:49])[CH:27]=1)O, predict the reaction product. The product is: [CH3:20][O:21][C:22](=[O:52])[CH:23]([O:50][CH3:51])[CH2:24][C:26]1[CH:31]=[CH:30][C:29]([O:32][CH2:33][CH2:34][CH2:35][O:36][C:37]2[CH:42]=[CH:41][C:40]([C:43]3[CH:48]=[CH:47][CH:46]=[CH:45][CH:44]=3)=[CH:39][CH:38]=2)=[C:28]([F:49])[CH:27]=1. (9) Given the reactants [NH2:1][C:2]1[CH:7]=[C:6]([Cl:8])[C:5]([Br:9])=[CH:4][C:3]=1[CH2:10][OH:11], predict the reaction product. The product is: [NH2:1][C:2]1[CH:7]=[C:6]([Cl:8])[C:5]([Br:9])=[CH:4][C:3]=1[CH:10]=[O:11].